Dataset: HIV replication inhibition screening data with 41,000+ compounds from the AIDS Antiviral Screen. Task: Binary Classification. Given a drug SMILES string, predict its activity (active/inactive) in a high-throughput screening assay against a specified biological target. The result is 0 (inactive). The molecule is Oc1cc2cccc[n+]2c2cccc(Cl)c12.[Cl-].